Regression/Classification. Given a drug SMILES string, predict its absorption, distribution, metabolism, or excretion properties. Task type varies by dataset: regression for continuous measurements (e.g., permeability, clearance, half-life) or binary classification for categorical outcomes (e.g., BBB penetration, CYP inhibition). Dataset: cyp2c9_veith. From a dataset of CYP2C9 inhibition data for predicting drug metabolism from PubChem BioAssay. (1) The molecule is Cc1ccc(NC(=S)Nc2ccc(Br)cc2)cc1. The result is 0 (non-inhibitor). (2) The drug is CC(C)[C@@H](OCc1ccccc1)[C@H](C)/C=N\OC[C@@H](O)[C@@H]1O[C@@H]2OC(C)(C)O[C@@H]2[C@H]1O. The result is 0 (non-inhibitor). (3) The molecule is CN(C)c1ncc2nc(-c3ccc(F)cc3)c(=O)n(CCc3ccccc3)c2n1. The result is 0 (non-inhibitor). (4) The molecule is Cc1cc(C)cc(-n2c(O)c(C=NC3CCS(=O)(=O)C3)c3ccccc3c2=O)c1. The result is 1 (inhibitor). (5) The molecule is C[C@@H]1CC[C@@]2(C(=O)O)CC[C@]3(C)C(=CC[C@@H]4[C@]3(C)CC[C@H]3C(C)(C)[C@H](O)CC[C@]43C)[C@H]2[C@@H]1C. The result is 0 (non-inhibitor). (6) The drug is C/C=C\C(=O)N(CC)c1ccccc1C. The result is 0 (non-inhibitor). (7) The molecule is CS(=O)(=O)c1ccc(CNC(=O)[C@@H]2C[C@H]2[C@@H](NP(=O)(c2ccccc2)c2ccccc2)c2ccccc2)cc1. The result is 0 (non-inhibitor). (8) The drug is COc1ncc2nc(-c3cccs3)c(=O)n(CCC#N)c2n1. The result is 0 (non-inhibitor). (9) The compound is COc1ccc(NC(=O)CCOc2ccccc2)cc1. The result is 1 (inhibitor). (10) The result is 1 (inhibitor). The drug is CCc1nc(SCC(=O)c2cccs2)c2oc3ccccc3c2n1.